Dataset: Reaction yield outcomes from USPTO patents with 853,638 reactions. Task: Predict the reaction yield, written as a fraction of the theoretical maximum amount of product (1.0 means a 100% yield; for example, 0.34 means a 34% yield). The reactants are [NH2:1][C:2]1[C:11]2[C:6](=[C:7](Br)[CH:8]=[CH:9][CH:10]=2)[N:5]=[N:4][C:3]=1[C:13]([NH:15][CH2:16][CH2:17][CH3:18])=[O:14].[Cl:19][C:20]1[C:25]([Cl:26])=[CH:24][CH:23]=[CH:22][C:21]=1B(O)O. No catalyst specified. The product is [NH2:1][C:2]1[C:11]2[C:6](=[C:7]([C:24]3[CH:23]=[CH:22][CH:21]=[C:20]([Cl:19])[C:25]=3[Cl:26])[CH:8]=[CH:9][CH:10]=2)[N:5]=[N:4][C:3]=1[C:13]([NH:15][CH2:16][CH2:17][CH3:18])=[O:14]. The yield is 0.831.